Dataset: Peptide-MHC class II binding affinity with 134,281 pairs from IEDB. Task: Regression. Given a peptide amino acid sequence and an MHC pseudo amino acid sequence, predict their binding affinity value. This is MHC class II binding data. The peptide sequence is KKSAHGSPTFWMGSH. The MHC is HLA-DQA10501-DQB10302 with pseudo-sequence HLA-DQA10501-DQB10302. The binding affinity (normalized) is 0.272.